From a dataset of Reaction yield outcomes from USPTO patents with 853,638 reactions. Predict the reaction yield, written as a fraction of the theoretical maximum amount of product (1.0 means a 100% yield; for example, 0.34 means a 34% yield). (1) The yield is 0.770. The product is [C:1]([O:5][C:6]([N:8]1[CH2:9][CH2:10][CH:11]([C:14]2[CH:15]=[N:16][C:17]([NH2:26])=[C:18]([C:20]3[N:25]=[CH:24][CH:23]=[CH:22][N:21]=3)[CH:19]=2)[CH2:12][CH2:13]1)=[O:7])([CH3:4])([CH3:2])[CH3:3]. The reactants are [C:1]([O:5][C:6]([N:8]1[CH2:13][CH:12]=[C:11]([C:14]2[CH:15]=[N:16][C:17]([NH2:26])=[C:18]([C:20]3[N:25]=[CH:24][CH:23]=[CH:22][N:21]=3)[CH:19]=2)[CH2:10][CH2:9]1)=[O:7])([CH3:4])([CH3:3])[CH3:2]. The catalyst is CO.[Pd]. (2) The reactants are [N:1]1[C:10]2[C:5](=[CH:6][CH:7]=[CH:8][C:9]=2[O:11][C@@H:12]([CH3:17])[C:13]([O:15]C)=O)[CH:4]=[CH:3][CH:2]=1.[NH2:18][CH2:19][C@H:20]([OH:32])[CH2:21][N:22]1[CH2:31][CH2:30][C:29]2[C:24](=[CH:25][CH:26]=[CH:27][CH:28]=2)[CH2:23]1. The catalyst is CCO. The product is [CH2:23]1[C:24]2[C:29](=[CH:28][CH:27]=[CH:26][CH:25]=2)[CH2:30][CH2:31][N:22]1[CH2:21][C@@H:20]([OH:32])[CH2:19][NH:18][C:13](=[O:15])[C@@H:12]([O:11][C:9]1[CH:8]=[CH:7][CH:6]=[C:5]2[C:10]=1[N:1]=[CH:2][CH:3]=[CH:4]2)[CH3:17]. The yield is 0.280. (3) The reactants are [Cl:1][C:2]1[N:6]2[CH:7]=[C:8]([OH:15])[CH:9]=[C:10]([C:11]([F:14])([F:13])[F:12])[C:5]2=[N:4][C:3]=1[C:16]([O:18][CH3:19])=[O:17].[Na+].Cl[C:22]([F:27])([F:26])C([O-])=O.C([O-])([O-])=O.[Cs+].[Cs+]. The product is [Cl:1][C:2]1[N:6]2[CH:7]=[C:8]([O:15][CH:22]([F:27])[F:26])[CH:9]=[C:10]([C:11]([F:12])([F:14])[F:13])[C:5]2=[N:4][C:3]=1[C:16]([O:18][CH3:19])=[O:17]. The yield is 0.420. The catalyst is CN(C=O)C.CCOC(C)=O. (4) The reactants are [CH3:1][N:2]1[C:10]2[C:5](=[CH:6][CH:7]=[CH:8][CH:9]=2)[C:4]([C:11](=[O:19])[CH2:12][C:13]2[CH:14]=[N:15][CH:16]=[CH:17][CH:18]=2)=[CH:3]1.[Br-].[Br-].[Br-].[NH+]1C=CC=CC=1.[NH+]1C=CC=CC=1.[NH+]1C=CC=CC=1.[CH3:41][O:42][C:43]1[CH:44]=[C:45]([CH:47]=[C:48]([O:50][CH3:51])[CH:49]=1)[NH2:46]. The catalyst is C1COCC1. The product is [CH3:51][O:50][C:48]1[CH:47]=[C:45]([NH:46][CH:12]([C:13]2[CH:14]=[N:15][CH:16]=[CH:17][CH:18]=2)[C:11]([C:4]2[C:5]3[C:10](=[CH:9][CH:8]=[CH:7][CH:6]=3)[N:2]([CH3:1])[CH:3]=2)=[O:19])[CH:44]=[C:43]([O:42][CH3:41])[CH:49]=1. The yield is 0.530. (5) The reactants are [NH2:1][C@@H:2]1[CH2:7][C@@H:6]([CH2:8][CH2:9][CH2:10][CH:11]=[CH2:12])[O:5][C@:4]([C@@H:15]2[CH2:19][S:18][C:17](=[O:20])[N:16]2[CH2:21][C:22]2[CH:27]=[CH:26][C:25]([O:28][CH3:29])=[CH:24][CH:23]=2)([O:13][CH3:14])[CH2:3]1.[CH3:30]/[C:31](/[CH2:36][CH2:37][CH:38]=[CH2:39])=[CH:32]/[C:33](O)=[O:34].C1C=CC2N(O)N=NC=2C=1.C(Cl)CCl. The catalyst is ClCCl. The product is [CH3:14][O:13][C@:4]1([C@@H:15]2[CH2:19][S:18][C:17](=[O:20])[N:16]2[CH2:21][C:22]2[CH:27]=[CH:26][C:25]([O:28][CH3:29])=[CH:24][CH:23]=2)[CH2:3][C@H:2]([NH:1][C:33](=[O:34])/[CH:32]=[C:31](/[CH3:30])\[CH2:36][CH2:37][CH:38]=[CH2:39])[CH2:7][C@@H:6]([CH2:8][CH2:9][CH2:10][CH:11]=[CH2:12])[O:5]1. The yield is 0.670. (6) The reactants are [NH2:1][C:2]1[CH:7]=[CH:6][CH:5]=[CH:4][C:3]=1[NH:8][CH2:9][CH2:10][NH:11][C:12](=[O:18])[O:13][C:14]([CH3:17])([CH3:16])[CH3:15].[OH2:19].Cl[CH2:21]Cl. No catalyst specified. The product is [O:19]=[C:21]1[N:8]([CH2:9][CH2:10][NH:11][C:12](=[O:18])[O:13][C:14]([CH3:15])([CH3:17])[CH3:16])[C:3]2[CH:4]=[CH:5][CH:6]=[CH:7][C:2]=2[NH:1]1. The yield is 0.370.